Dataset: Catalyst prediction with 721,799 reactions and 888 catalyst types from USPTO. Task: Predict which catalyst facilitates the given reaction. (1) Reactant: C([N:8]1[CH2:33][CH2:32][C:11]2([N:15]([CH2:16][CH2:17][C:18]3[CH:23]=[CH:22][C:21]([O:24][CH3:25])=[CH:20][CH:19]=3)[C:14](=[O:26])[N:13]([CH2:27][CH:28]3[CH2:30][CH2:29]3)[C:12]2=[O:31])[CH2:10][CH2:9]1)C1C=CC=CC=1.[H][H]. Product: [CH:28]1([CH2:27][N:13]2[C:12](=[O:31])[C:11]3([CH2:32][CH2:33][NH:8][CH2:9][CH2:10]3)[N:15]([CH2:16][CH2:17][C:18]3[CH:19]=[CH:20][C:21]([O:24][CH3:25])=[CH:22][CH:23]=3)[C:14]2=[O:26])[CH2:30][CH2:29]1. The catalyst class is: 105. (2) Reactant: [S:1]1[CH:5]=[CH:4][CH:3]=[C:2]1[C:6]1[CH:11]=[CH:10][N:9]=[C:8]2[N:12]([C@@H:15]3[O:29][C@H:28]([CH2:30][O:31]C(C4C(C)=CC=CC=4)=O)[C@@H:17]([O:18]C(C4C(C)=CC=CC=4)=O)[CH2:16]3)[CH:13]=[N:14][C:7]=12. Product: [S:1]1[CH:5]=[CH:4][CH:3]=[C:2]1[C:6]1[CH:11]=[CH:10][N:9]=[C:8]2[N:12]([C@@H:15]3[O:29][C@H:28]([CH2:30][OH:31])[C@@H:17]([OH:18])[CH2:16]3)[CH:13]=[N:14][C:7]=12. The catalyst class is: 328. (3) Reactant: C(O[C:6](=O)[N:7]([C:9]1[CH:14]=[CH:13][C:12]([C:15]2[N:16]=[C:17]([N:34]3[CH2:39][CH2:38][O:37][CH2:36][CH2:35]3)[C:18]3[S:23][C:22]([C:24]4[CH:29]=[CH:28][CH:27]=[C:26]([S:30]([CH3:33])(=[O:32])=[O:31])[CH:25]=4)=[CH:21][C:19]=3[N:20]=2)=[CH:11][N:10]=1)C)(C)(C)C. Product: [CH3:6][NH:7][C:9]1[CH:14]=[CH:13][C:12]([C:15]2[N:16]=[C:17]([N:34]3[CH2:39][CH2:38][O:37][CH2:36][CH2:35]3)[C:18]3[S:23][C:22]([C:24]4[CH:29]=[CH:28][CH:27]=[C:26]([S:30]([CH3:33])(=[O:32])=[O:31])[CH:25]=4)=[CH:21][C:19]=3[N:20]=2)=[CH:11][N:10]=1. The catalyst class is: 617. (4) Reactant: [CH3:1][S:2]([CH3:5])(=[O:4])=[O:3].[Li]CCCC.[CH2:11]([C:18]1[CH:25]=[CH:24][C:21](C=O)=[C:20]([B:26]2[O:30][C:29](C)(C)C(C)(C)[O:27]2)[CH:19]=1)[C:12]1[CH:17]=[CH:16][CH:15]=[CH:14][CH:13]=1. Product: [CH2:11]([C:18]1[CH:25]=[CH:24][C:21]2[CH:29]([CH2:1][S:2]([CH3:5])(=[O:4])=[O:3])[O:30][B:26]([OH:27])[C:20]=2[CH:19]=1)[C:12]1[CH:13]=[CH:14][CH:15]=[CH:16][CH:17]=1. The catalyst class is: 1. (5) Reactant: [H-].[Na+].[Br:3][C:4]1[CH:5]=[CH:6][C:7]2[C:8]3[CH2:16][N:15]([C:17]([O:19][C:20]([CH3:23])([CH3:22])[CH3:21])=[O:18])[CH2:14][CH2:13][C:9]=3[NH:10][C:11]=2[CH:12]=1.[CH3:24]I. Product: [Br:3][C:4]1[CH:5]=[CH:6][C:7]2[C:8]3[CH2:16][N:15]([C:17]([O:19][C:20]([CH3:23])([CH3:22])[CH3:21])=[O:18])[CH2:14][CH2:13][C:9]=3[N:10]([CH3:24])[C:11]=2[CH:12]=1. The catalyst class is: 3. (6) Reactant: [F:1][C:2]1[C:3]([NH:28][C@H:29]2[CH2:34][CH2:33][CH2:32][C@@H:31]([NH:35][C:36]3[O:37][CH:38]=[C:39]([C:41]([O:43]C)=[O:42])[N:40]=3)[CH2:30]2)=[N:4][C:5]([C:8]2[C:16]3[C:11](=[N:12][CH:13]=[C:14]([F:17])[CH:15]=3)[N:10](S(C3C=CC(C)=CC=3)(=O)=O)[CH:9]=2)=[N:6][CH:7]=1.[Li+].[OH-]. Product: [F:1][C:2]1[C:3]([NH:28][C@H:29]2[CH2:34][CH2:33][CH2:32][C@@H:31]([NH:35][C:36]3[O:37][CH:38]=[C:39]([C:41]([OH:43])=[O:42])[N:40]=3)[CH2:30]2)=[N:4][C:5]([C:8]2[C:16]3[C:11](=[N:12][CH:13]=[C:14]([F:17])[CH:15]=3)[NH:10][CH:9]=2)=[N:6][CH:7]=1. The catalyst class is: 1. (7) The catalyst class is: 2. Reactant: [NH2:1][C:2]1[C:7]([CH:8]=O)=[C:6]([NH:10][CH:11]([C:13]2[CH:14]=[C:15]3[N:20]([C:21]=2[C:22]2[CH:27]=[CH:26][CH:25]=[CH:24][N:23]=2)[CH:19]=[CH:18][CH:17]=[CH:16]3)[CH3:12])[N:5]=[CH:4][N:3]=1.C(O)(=O)C.[BH-](OC(C)=O)(OC(C)=O)OC(C)=O.[Na+].[NH:46]1[CH2:51][CH2:50][O:49][CH2:48][CH2:47]1. Product: [N:46]1([CH2:8][C:7]2[C:6]([NH:10][CH:11]([C:13]3[CH:14]=[C:15]4[N:20]([C:21]=3[C:22]3[CH:27]=[CH:26][CH:25]=[CH:24][N:23]=3)[CH:19]=[CH:18][CH:17]=[CH:16]4)[CH3:12])=[N:5][CH:4]=[N:3][C:2]=2[NH2:1])[CH2:51][CH2:50][O:49][CH2:48][CH2:47]1. (8) Reactant: C=O.[C:3](O[BH-](OC(=O)C)OC(=O)C)(=O)C.[Na+].[Cl:17][C:18]1[C:23]([N:24]2[CH2:29][CH2:28][NH:27][CH2:26][CH2:25]2)=[C:22]([S:30]([CH2:33][CH3:34])(=[O:32])=[O:31])[CH:21]=[CH:20][C:19]=1[NH:35][C:36](=[O:44])[C@:37]([OH:43])([CH3:42])[C:38]([F:41])([F:40])[F:39].[OH-].[Na+]. Product: [Cl:17][C:18]1[C:23]([N:24]2[CH2:29][CH2:28][N:27]([CH3:3])[CH2:26][CH2:25]2)=[C:22]([S:30]([CH2:33][CH3:34])(=[O:31])=[O:32])[CH:21]=[CH:20][C:19]=1[NH:35][C:36](=[O:44])[C@:37]([OH:43])([CH3:42])[C:38]([F:41])([F:40])[F:39]. The catalyst class is: 26. (9) Product: [CH3:15][O:14][C:6]1[CH:5]=[CH:4][CH:3]=[C:12]2[C:7]=1[CH:8]=[CH:9][C:10]([CH3:13])=[N:11]2. The catalyst class is: 43. Reactant: Cl.Cl[C:3]1[CH:4]=[CH:5][C:6]([O:14][CH3:15])=[C:7]2[C:12]=1[N:11]=[C:10]([CH3:13])[CH:9]=[CH:8]2.[OH-].[Na+].